From a dataset of Full USPTO retrosynthesis dataset with 1.9M reactions from patents (1976-2016). Predict the reactants needed to synthesize the given product. (1) Given the product [CH3:3][C:4]1[C:12]([N+:13]([O-:15])=[O:14])=[CH:11][CH:10]=[CH:9][C:5]=1[CH2:6][OH:7], predict the reactants needed to synthesize it. The reactants are: [BH4-].[Na+].[CH3:3][C:4]1[C:12]([N+:13]([O-:15])=[O:14])=[CH:11][CH:10]=[CH:9][C:5]=1[C:6](O)=[O:7].CS(O)(=O)=O. (2) Given the product [F:1][C@H:2]1[C@@H:7]([O:8][C:9]2[CH:16]=[CH:15][C:14]([C:17]3[N:22]=[C:21]([NH:23][C:24]4[CH:29]=[CH:28][C:27]([N:30]5[CH2:31][CH2:32][N:33]([CH:36]6[CH2:39][O:38][CH2:37]6)[CH2:34][CH2:35]5)=[CH:26][CH:25]=4)[N:20]=[CH:19][N:18]=3)=[CH:13][C:10]=2[C:11]#[N:12])[CH2:6][CH2:5][N:4]([C:70]([C@@H:68]2[CH2:67][O:66][C:65](=[O:64])[NH:69]2)=[O:71])[CH2:3]1, predict the reactants needed to synthesize it. The reactants are: [F:1][C@H:2]1[C@@H:7]([O:8][C:9]2[CH:16]=[CH:15][C:14]([C:17]3[N:22]=[C:21]([NH:23][C:24]4[CH:29]=[CH:28][C:27]([N:30]5[CH2:35][CH2:34][N:33]([CH:36]6[CH2:39][O:38][CH2:37]6)[CH2:32][CH2:31]5)=[CH:26][CH:25]=4)[N:20]=[CH:19][N:18]=3)=[CH:13][C:10]=2[C:11]#[N:12])[CH2:6][CH2:5][NH:4][CH2:3]1.CN(C(ON1N=NC2C=CC=NC1=2)=[N+](C)C)C.F[P-](F)(F)(F)(F)F.[O:64]=[C:65]1[NH:69][C@H:68]([C:70](O)=[O:71])[CH2:67][O:66]1. (3) Given the product [C:39]1([S:45]([N:48]2[C:56]3[C:51](=[C:52]([CH2:60][CH:15]([N:14]=[C:7]([C:8]4[CH:13]=[CH:12][CH:11]=[CH:10][CH:9]=4)[C:1]4[CH:2]=[CH:3][CH:4]=[CH:5][CH:6]=4)[C:16]([NH:18][CH2:19][CH2:20][CH2:21][CH2:22][C:23]4[CH:28]=[CH:27][CH:26]=[CH:25][CH:24]=4)=[O:17])[CH:53]=[C:54]([Cl:59])[C:55]=3[O:57][CH3:58])[CH:50]=[N:49]2)(=[O:47])=[O:46])[CH:40]=[CH:41][CH:42]=[CH:43][CH:44]=1, predict the reactants needed to synthesize it. The reactants are: [C:1]1([C:7](=[N:14][CH2:15][C:16]([NH:18][CH2:19][CH2:20][CH2:21][CH2:22][C:23]2[CH:28]=[CH:27][CH:26]=[CH:25][CH:24]=2)=[O:17])[C:8]2[CH:13]=[CH:12][CH:11]=[CH:10][CH:9]=2)[CH:6]=[CH:5][CH:4]=[CH:3][CH:2]=1.C[Si]([N-][Si](C)(C)C)(C)C.[K+].[C:39]1([S:45]([N:48]2[C:56]3[C:51](=[C:52]([CH2:60]Br)[CH:53]=[C:54]([Cl:59])[C:55]=3[O:57][CH3:58])[CH:50]=[N:49]2)(=[O:47])=[O:46])[CH:44]=[CH:43][CH:42]=[CH:41][CH:40]=1.[NH4+].[Cl-]. (4) The reactants are: [Cl:1][C:2]1[C:7]([C:8]2[CH:13]=[CH:12][CH:11]=[CH:10][CH:9]=2)=[C:6](Cl)[N:5]2[N:15]=[C:16]([CH3:18])[N:17]=[C:4]2[N:3]=1.N. Given the product [Cl:1][C:2]1[C:7]([C:8]2[CH:13]=[CH:12][CH:11]=[CH:10][CH:9]=2)=[CH:6][N:5]2[N:15]=[C:16]([CH3:18])[N:17]=[C:4]2[N:3]=1, predict the reactants needed to synthesize it. (5) Given the product [C:30]([Si:34]([CH3:55])([CH3:56])[O:35][CH2:36][C:37]([C:40]1[CH:45]=[CH:44][C:43]([NH:46][C:16]([C:5]2[N:6]([CH2:8][O:9][CH2:10][CH2:11][Si:12]([CH3:13])([CH3:14])[CH3:15])[CH:7]=[C:3]([C:1]#[N:2])[N:4]=2)=[O:18])=[C:42]([C:47]2[CH2:52][CH2:51][C:50]([CH3:54])([CH3:53])[CH2:49][CH:48]=2)[CH:41]=1)([CH3:39])[CH3:38])([CH3:33])([CH3:31])[CH3:32], predict the reactants needed to synthesize it. The reactants are: [C:1]([C:3]1[N:4]=[C:5]([C:16]([O-:18])=O)[N:6]([CH2:8][O:9][CH2:10][CH2:11][Si:12]([CH3:15])([CH3:14])[CH3:13])[CH:7]=1)#[N:2].[K+].N1C=CC=CC=1.O=S(Cl)Cl.[C:30]([Si:34]([CH3:56])([CH3:55])[O:35][CH2:36][C:37]([C:40]1[CH:45]=[CH:44][C:43]([NH2:46])=[C:42]([C:47]2[CH2:52][CH2:51][C:50]([CH3:54])([CH3:53])[CH2:49][CH:48]=2)[CH:41]=1)([CH3:39])[CH3:38])([CH3:33])([CH3:32])[CH3:31]. (6) Given the product [CH2:1]([O:3][C:4](=[O:26])[CH2:5][N:6]([CH2:7][CH2:8][NH:9][S:10]([C:13]1[S:14][C:15]([C:18]2[CH:23]=[C:22]([Cl:24])[CH:21]=[CH:20][C:19]=2[Cl:25])=[N:16][N:17]=1)(=[O:12])=[O:11])[C:37](=[O:38])[CH2:36][N:27]1[CH:35]=[C:33]([CH3:34])[C:31](=[O:32])[NH:30][C:28]1=[O:29])[CH3:2], predict the reactants needed to synthesize it. The reactants are: [CH2:1]([O:3][C:4](=[O:26])[CH2:5][NH:6][CH2:7][CH2:8][NH:9][S:10]([C:13]1[S:14][C:15]([C:18]2[CH:23]=[C:22]([Cl:24])[CH:21]=[CH:20][C:19]=2[Cl:25])=[N:16][N:17]=1)(=[O:12])=[O:11])[CH3:2].[N:27]1([CH2:36][C:37](O)=[O:38])[CH:35]=[C:33]([CH3:34])[C:31](=[O:32])[NH:30][C:28]1=[O:29]. (7) The reactants are: [CH2:1]([O:8][C:9](=[O:27])[CH2:10][NH:11][C:12](=[O:26])[C@@H:13]1[CH2:17][C@H:16]([CH3:18])[CH2:15][N:14]1[C:19]([O:21]C(C)(C)C)=O)[C:2]1[CH:7]=[CH:6][CH:5]=[CH:4][CH:3]=1.[CH:28]1[C:40]2[CH:39]([CH2:41][O:42][C:43]([N:45]3[CH2:52][C@H:51]([CH3:53])[CH2:50][C@H:46]3C(O)=O)=[O:44])[C:38]3[C:33](=[CH:34][CH:35]=[CH:36][CH:37]=3)[C:32]=2[CH:31]=[CH:30][CH:29]=1.C1CN([P+](Br)(N2CCCC2)N2CCCC2)CC1.F[P-](F)(F)(F)(F)F.CCN(C(C)C)C(C)C. Given the product [CH2:1]([O:8][C:9](=[O:27])[CH2:10][NH:11][C:12](=[O:26])[C@@H:13]1[CH2:17][C@H:16]([CH3:18])[CH2:15][N:14]1[C:19](=[O:21])[C@@H:46]1[CH2:50][C@@H:51]([CH3:53])[CH2:52][N:45]1[C:43]([O:42][CH2:41][CH:39]1[C:40]2[CH:28]=[CH:29][CH:30]=[CH:31][C:32]=2[C:33]2[C:38]1=[CH:37][CH:36]=[CH:35][CH:34]=2)=[O:44])[C:2]1[CH:3]=[CH:4][CH:5]=[CH:6][CH:7]=1, predict the reactants needed to synthesize it.